Dataset: Forward reaction prediction with 1.9M reactions from USPTO patents (1976-2016). Task: Predict the product of the given reaction. (1) Given the reactants [F:1][C:2]1[CH:7]=[CH:6][C:5]([C:8](=[O:10])[CH3:9])=[CH:4][CH:3]=1.[Br:11][C:12]1[CH:13]=[C:14]([CH:18]=O)[CH:15]=[N:16][CH:17]=1.CO.[OH-].[Na+], predict the reaction product. The product is: [Br:11][C:12]1[CH:13]=[C:14](/[CH:18]=[CH:9]/[C:8]([C:5]2[CH:6]=[CH:7][C:2]([F:1])=[CH:3][CH:4]=2)=[O:10])[CH:15]=[N:16][CH:17]=1. (2) Given the reactants [Cl:1][C:2]1[CH:3]=[C:4]([C@@H:8]2[C@@H:13]([C:14]3[CH:19]=[CH:18][C:17]([Cl:20])=[CH:16][CH:15]=3)[N:12]([CH:21]([CH2:24][CH3:25])[CH2:22][CH3:23])[C:11](=[O:26])[C@:10]([CH2:28][C:29]([NH:31][NH:32][C:33]([NH2:35])=[O:34])=O)([CH3:27])[CH2:9]2)[CH:5]=[CH:6][CH:7]=1.Cl, predict the reaction product. The product is: [Cl:1][C:2]1[CH:3]=[C:4]([C@@H:8]2[C@@H:13]([C:14]3[CH:19]=[CH:18][C:17]([Cl:20])=[CH:16][CH:15]=3)[N:12]([CH:21]([CH2:24][CH3:25])[CH2:22][CH3:23])[C:11](=[O:26])[C@@:10]([CH3:27])([CH2:28][C:29]3[NH:35][C:33](=[O:34])[NH:32][N:31]=3)[CH2:9]2)[CH:5]=[CH:6][CH:7]=1.